Dataset: Full USPTO retrosynthesis dataset with 1.9M reactions from patents (1976-2016). Task: Predict the reactants needed to synthesize the given product. Given the product [Cl:1][C:2]1[CH:3]=[C:4]([NH:9][C:10]2[N:15]=[C:14]([NH:16][CH2:17][CH2:18][CH2:19][N:20]([CH3:22])[CH3:21])[C:13]([C:23]3[CH:24]=[C:25]([C:29]4[N-:33][C:32](=[O:34])[O:31][N:30]=4)[CH:26]=[N:27][CH:28]=3)=[CH:12][N:11]=2)[CH:5]=[CH:6][C:7]=1[F:8].[Na+:36], predict the reactants needed to synthesize it. The reactants are: [Cl:1][C:2]1[CH:3]=[C:4]([NH:9][C:10]2[N:15]=[C:14]([NH:16][CH2:17][CH2:18][CH2:19][N:20]([CH3:22])[CH3:21])[C:13]([C:23]3[CH:24]=[C:25]([C:29]4[NH:33][C:32](=[O:34])[O:31][N:30]=4)[CH:26]=[N:27][CH:28]=3)=[CH:12][N:11]=2)[CH:5]=[CH:6][C:7]=1[F:8].[OH-].[Na+:36].